From a dataset of Full USPTO retrosynthesis dataset with 1.9M reactions from patents (1976-2016). Predict the reactants needed to synthesize the given product. (1) Given the product [CH3:1][S:2]([O:5][C:6]1[CH:11]=[CH:10][C:9]([C:12](=[O:16])[CH:13]([N:24]([CH2:17][C:18]2[CH:23]=[CH:22][CH:21]=[CH:20][CH:19]=2)[CH2:25][CH2:26][C:27]2[CH:32]=[CH:31][C:30]([O:33][CH2:34][C:35]3[CH:40]=[CH:39][CH:38]=[CH:37][CH:36]=3)=[CH:29][CH:28]=2)[CH3:14])=[CH:8][CH:7]=1)(=[O:4])=[O:3], predict the reactants needed to synthesize it. The reactants are: [CH3:1][S:2]([O:5][C:6]1[CH:11]=[CH:10][C:9]([C:12](=[O:16])[CH:13](Br)[CH3:14])=[CH:8][CH:7]=1)(=[O:4])=[O:3].[CH2:17]([NH:24][CH2:25][CH2:26][C:27]1[CH:32]=[CH:31][C:30]([O:33][CH2:34][C:35]2[CH:40]=[CH:39][CH:38]=[CH:37][CH:36]=2)=[CH:29][CH:28]=1)[C:18]1[CH:23]=[CH:22][CH:21]=[CH:20][CH:19]=1. (2) Given the product [CH3:21][C:22]1[S:26][C:25]([CH2:27][N:28]([C:2]2[CH:7]=[C:6]([O:8][CH2:9][C@H:10]3[CH2:12][C@@H:11]3[C:13]3[CH:18]=[CH:17][C:16]([CH3:19])=[CH:15][N:14]=3)[N:5]=[C:4]([CH3:20])[N:3]=2)[C:29](=[O:35])[O:30][C:31]([CH3:33])([CH3:32])[CH3:34])=[N:24][N:23]=1, predict the reactants needed to synthesize it. The reactants are: Cl[C:2]1[CH:7]=[C:6]([O:8][CH2:9][C@H:10]2[CH2:12][C@@H:11]2[C:13]2[CH:18]=[CH:17][C:16]([CH3:19])=[CH:15][N:14]=2)[N:5]=[C:4]([CH3:20])[N:3]=1.[CH3:21][C:22]1[S:26][C:25]([CH2:27][NH:28][C:29](=[O:35])[O:30][C:31]([CH3:34])([CH3:33])[CH3:32])=[N:24][N:23]=1.CC(C)([O-])C.[K+].C(P(C(C)(C)C)C1C=CC=CC=1C1C(C(C)C)=CC(C(C)C)=CC=1C(C)C)(C)(C)C.N#N. (3) Given the product [Cl:14][C:15]1[CH:30]=[CH:29][CH:28]=[C:27]([Cl:31])[C:16]=1[CH2:17][O:18][C:19]1[CH:24]=[CH:23][C:3]2[N:4]=[C:5]([NH:6][C:7](=[O:10])[O:8][CH3:9])[NH:26][C:21]=2[CH:20]=1, predict the reactants needed to synthesize it. The reactants are: CO[C:3](=O)[NH:4]/[C:5](/SC)=[N:6]/[C:7](=[O:10])[O:8][CH3:9].[Cl:14][C:15]1[CH:30]=[CH:29][CH:28]=[C:27]([Cl:31])[C:16]=1[CH2:17][O:18][C:19]1[CH:20]=[C:21]([NH2:26])C(N)=[CH:23][CH:24]=1. (4) Given the product [I:11][C:2]1[CH:7]=[C:6]([S:8][CH3:9])[N:5]=[C:4]([CH3:10])[N:3]=1, predict the reactants needed to synthesize it. The reactants are: Cl[C:2]1[CH:7]=[C:6]([S:8][CH3:9])[N:5]=[C:4]([CH3:10])[N:3]=1.[IH:11]. (5) Given the product [N:18]1[NH:17][N:16]=[N:15][C:14]=1[C:6]1[CH:5]=[C:4]([CH:9]=[C:8]([C:10]([F:11])([F:12])[F:13])[CH:7]=1)[NH2:1], predict the reactants needed to synthesize it. The reactants are: [N+:1]([C:4]1[CH:5]=[C:6]([C:14]2[N:15]=[N:16][NH:17][N:18]=2)[CH:7]=[C:8]([C:10]([F:13])([F:12])[F:11])[CH:9]=1)([O-])=O. (6) Given the product [Cl:1][C:2]1[CH:7]=[CH:6][CH:5]=[CH:4][C:3]=1[C:8]1[N:12]([C:13]2[CH:18]=[CH:17][C:16]([OH:19])=[CH:15][C:14]=2[CH3:21])[C:11]2[CH:22]=[CH:23][CH:24]=[CH:25][C:10]=2[N:9]=1, predict the reactants needed to synthesize it. The reactants are: [Cl:1][C:2]1[CH:7]=[CH:6][CH:5]=[CH:4][C:3]=1[C:8]1[N:12]([C:13]2[CH:18]=[CH:17][C:16]([O:19]C)=[CH:15][C:14]=2[CH3:21])[C:11]2[CH:22]=[CH:23][CH:24]=[CH:25][C:10]=2[N:9]=1.B(Br)(Br)Br. (7) Given the product [CH:1]([C:3]1[S:7][C:6]([CH3:8])=[C:5]([NH:14][C:17](=[O:41])[O:39][CH2:38][C:27]2[CH:28]=[CH:29][CH:30]=[CH:31][CH:32]=2)[CH:4]=1)=[O:2], predict the reactants needed to synthesize it. The reactants are: [CH:1]([C:3]1[S:7][C:6]([CH3:8])=[C:5](C(O)=O)[CH:4]=1)=[O:2].C([N:14]([CH2:17]C)CC)C.[C:27]1(P(N=[N+]=[N-])([C:27]2[CH:32]=[CH:31][CH:30]=[CH:29][CH:28]=2)=O)[CH:32]=[CH:31][CH:30]=[CH:29][CH:28]=1.CN(C)[CH:38]=[O:39].[OH2:41].